Dataset: NCI-60 drug combinations with 297,098 pairs across 59 cell lines. Task: Regression. Given two drug SMILES strings and cell line genomic features, predict the synergy score measuring deviation from expected non-interaction effect. (1) Drug 1: CC1=C2C(C(=O)C3(C(CC4C(C3C(C(C2(C)C)(CC1OC(=O)C(C(C5=CC=CC=C5)NC(=O)OC(C)(C)C)O)O)OC(=O)C6=CC=CC=C6)(CO4)OC(=O)C)OC)C)OC. Cell line: SK-MEL-28. Synergy scores: CSS=29.0, Synergy_ZIP=0.532, Synergy_Bliss=-1.07, Synergy_Loewe=-17.9, Synergy_HSA=-1.98. Drug 2: CN(C)N=NC1=C(NC=N1)C(=O)N. (2) Drug 1: CCCS(=O)(=O)NC1=C(C(=C(C=C1)F)C(=O)C2=CNC3=C2C=C(C=N3)C4=CC=C(C=C4)Cl)F. Drug 2: C1=C(C(=O)NC(=O)N1)N(CCCl)CCCl. Cell line: PC-3. Synergy scores: CSS=17.2, Synergy_ZIP=-0.866, Synergy_Bliss=3.12, Synergy_Loewe=-1.92, Synergy_HSA=1.77. (3) Drug 1: CC1C(C(CC(O1)OC2CC(OC(C2O)C)OC3=CC4=CC5=C(C(=O)C(C(C5)C(C(=O)C(C(C)O)O)OC)OC6CC(C(C(O6)C)O)OC7CC(C(C(O7)C)O)OC8CC(C(C(O8)C)O)(C)O)C(=C4C(=C3C)O)O)O)O. Cell line: UO-31. Drug 2: CC1=C(C=C(C=C1)C(=O)NC2=CC(=CC(=C2)C(F)(F)F)N3C=C(N=C3)C)NC4=NC=CC(=N4)C5=CN=CC=C5. Synergy scores: CSS=16.4, Synergy_ZIP=-1.06, Synergy_Bliss=-2.29, Synergy_Loewe=-30.8, Synergy_HSA=-2.23. (4) Drug 1: COC1=CC(=CC(=C1O)OC)C2C3C(COC3=O)C(C4=CC5=C(C=C24)OCO5)OC6C(C(C7C(O6)COC(O7)C8=CC=CS8)O)O. Drug 2: COC1=C2C(=CC3=C1OC=C3)C=CC(=O)O2. Cell line: COLO 205. Synergy scores: CSS=51.5, Synergy_ZIP=9.68, Synergy_Bliss=10.3, Synergy_Loewe=-17.6, Synergy_HSA=11.2. (5) Drug 1: CC(CN1CC(=O)NC(=O)C1)N2CC(=O)NC(=O)C2. Drug 2: C1=CC=C(C=C1)NC(=O)CCCCCCC(=O)NO. Cell line: SR. Synergy scores: CSS=76.3, Synergy_ZIP=4.95, Synergy_Bliss=6.11, Synergy_Loewe=4.98, Synergy_HSA=8.78. (6) Drug 1: CN1C(=O)N2C=NC(=C2N=N1)C(=O)N. Cell line: MDA-MB-231. Synergy scores: CSS=-11.2, Synergy_ZIP=3.82, Synergy_Bliss=-0.569, Synergy_Loewe=-10.1, Synergy_HSA=-9.30. Drug 2: CCCCCOC(=O)NC1=NC(=O)N(C=C1F)C2C(C(C(O2)C)O)O. (7) Drug 1: CC1C(C(CC(O1)OC2CC(CC3=C2C(=C4C(=C3O)C(=O)C5=C(C4=O)C(=CC=C5)OC)O)(C(=O)CO)O)N)O.Cl. Drug 2: CCN(CC)CCCC(C)NC1=C2C=C(C=CC2=NC3=C1C=CC(=C3)Cl)OC. Cell line: HOP-62. Synergy scores: CSS=11.4, Synergy_ZIP=-7.54, Synergy_Bliss=-8.31, Synergy_Loewe=-5.26, Synergy_HSA=-7.30.